This data is from Reaction yield outcomes from USPTO patents with 853,638 reactions. The task is: Predict the reaction yield, written as a fraction of the theoretical maximum amount of product (1.0 means a 100% yield; for example, 0.34 means a 34% yield). (1) The reactants are O1CCCC1.[F:6][C:7]1[CH:8]=[C:9]([CH:17]=[C:18]([F:27])[C:19]=1[C:20]([CH3:26])([CH3:25])[C:21]([F:24])([F:23])[F:22])[O:10][CH2:11][C:12]([O:14]CC)=[O:13].[OH-].[Na+].Cl. The catalyst is CO. The product is [F:6][C:7]1[CH:8]=[C:9]([CH:17]=[C:18]([F:27])[C:19]=1[C:20]([CH3:25])([CH3:26])[C:21]([F:22])([F:23])[F:24])[O:10][CH2:11][C:12]([OH:14])=[O:13]. The yield is 0.990. (2) The reactants are F[C:2]1[CH:9]=[CH:8][C:5]([CH:6]=[O:7])=[CH:4][CH:3]=1.[F:10][C:11]([F:20])([F:19])[C:12]1[N:17]=[CH:16][C:15]([OH:18])=[CH:14][N:13]=1.C([O-])([O-])=O.[K+].[K+]. The catalyst is CN(C=O)C. The product is [F:20][C:11]([F:10])([F:19])[C:12]1[N:13]=[CH:14][C:15]([O:18][C:2]2[CH:9]=[CH:8][C:5]([CH:6]=[O:7])=[CH:4][CH:3]=2)=[CH:16][N:17]=1. The yield is 0.716. (3) The reactants are [NH2:1][C:2]1[N:10]=[CH:9][CH:8]=[CH:7][C:3]=1[C:4](O)=[O:5].[H-].[H-].[H-].[H-].[Li+].[Al+3].C1COCC1. No catalyst specified. The product is [NH2:1][C:2]1[C:3]([CH2:4][OH:5])=[CH:7][CH:8]=[CH:9][N:10]=1. The yield is 0.870.